Dataset: Reaction yield outcomes from USPTO patents with 853,638 reactions. Task: Predict the reaction yield, written as a fraction of the theoretical maximum amount of product (1.0 means a 100% yield; for example, 0.34 means a 34% yield). (1) The reactants are [CH2:1]([NH2:8])[C:2]1[CH:7]=[CH:6][CH:5]=[CH:4][CH:3]=1.C(N(CC)CC)C.[CH3:16][C:17]1[C:18]2[CH:38]=[CH:37][C:36](=[O:39])[N:35]([C:40]3[CH:48]=[CH:47][C:43]([C:44](Cl)=[O:45])=[CH:42][CH:41]=3)[C:19]=2[N:20]=[C:21]([N:23]2[CH2:28][CH2:27][N:26]([C:29]3[CH:34]=[CH:33][CH:32]=[CH:31][CH:30]=3)[CH2:25][CH2:24]2)[N:22]=1. The catalyst is C(Cl)Cl.O. The product is [CH2:1]([NH:8][C:44](=[O:45])[C:43]1[CH:47]=[CH:48][C:40]([N:35]2[C:19]3[N:20]=[C:21]([N:23]4[CH2:24][CH2:25][N:26]([C:29]5[CH:30]=[CH:31][CH:32]=[CH:33][CH:34]=5)[CH2:27][CH2:28]4)[N:22]=[C:17]([CH3:16])[C:18]=3[CH:38]=[CH:37][C:36]2=[O:39])=[CH:41][CH:42]=1)[C:2]1[CH:7]=[CH:6][CH:5]=[CH:4][CH:3]=1. The yield is 0.780. (2) The reactants are [Br:1][C:2]1[CH:3]=[C:4]([CH:6]=[CH:7][C:8]=1[F:9])[NH2:5].Cl[C:11]1[N:16]=[C:15]([C:17]([F:20])([F:19])[F:18])[CH:14]=[CH:13][N:12]=1.O1CCOCC1.CC1C=CC(S(O)(=O)=O)=CC=1. The catalyst is C(OCC)(=O)C. The product is [Br:1][C:2]1[CH:3]=[C:4]([NH:5][C:11]2[N:16]=[C:15]([C:17]([F:20])([F:19])[F:18])[CH:14]=[CH:13][N:12]=2)[CH:6]=[CH:7][C:8]=1[F:9]. The yield is 0.890. (3) The reactants are [C:1]([C:4]1[CH:11]=[CH:10][C:7]([CH:8]=O)=[CH:6][CH:5]=1)([OH:3])=[O:2].[NH2:12][C:13]1[S:14][C:15]([CH3:18])=[N:16][N:17]=1.C([O:21][C:22](=O)[C:23]([OH:35])=[CH:24][C:25]([C:27]1[CH:32]=[CH:31][C:30]([O:33][CH3:34])=[CH:29][CH:28]=1)=[O:26])C. No catalyst specified. The product is [OH:35][C:23]1[C:22](=[O:21])[N:12]([C:13]2[S:14][C:15]([CH3:18])=[N:16][N:17]=2)[CH:8]([C:7]2[CH:10]=[CH:11][C:4]([C:1]([OH:3])=[O:2])=[CH:5][CH:6]=2)[C:24]=1[C:25](=[O:26])[C:27]1[CH:28]=[CH:29][C:30]([O:33][CH3:34])=[CH:31][CH:32]=1. The yield is 0.400. (4) The reactants are [CH3:1][C:2]([CH3:7])([CH3:6])[CH2:3][CH:4]=[CH2:5].[C:8]([OH:12])(=[O:11])C=C. The catalyst is [Ru].C(Cl)Cl. The product is [CH3:1][C:2]([CH3:7])([CH3:6])[CH2:3][CH:4]=[CH:5][C:8]([OH:12])=[O:11]. The yield is 0.990. (5) The reactants are [O:1]=[C:2]1[CH:6]=[C:5]([C@H:7]2[CH2:12][CH2:11][N:10](C(OC)=O)[C@@H:9]([C:17]3[CH:18]=[N:19][C:20]([C:23]([F:26])([F:25])[F:24])=[CH:21][CH:22]=3)[CH2:8]2)[O:4][NH:3]1.Br. No catalyst specified. The product is [F:26][C:23]([F:24])([F:25])[C:20]1[N:19]=[CH:18][C:17]([C@H:9]2[CH2:8][C@@H:7]([C:5]3[O:4][NH:3][C:2](=[O:1])[CH:6]=3)[CH2:12][CH2:11][NH:10]2)=[CH:22][CH:21]=1. The yield is 0.680. (6) The reactants are O=[O+][O-].[CH:4]12[CH2:10][CH:7]([CH:8]=[CH:9]1)[N:6]([C:11]([O:13][C:14]([CH3:17])([CH3:16])[CH3:15])=[O:12])[N:5]2[C:18]([O:20][CH2:21][C:22]1[CH:27]=[CH:26][CH:25]=[CH:24][CH:23]=1)=[O:19].N#N.S(C)C.CC(O)=O.[CH3:37][NH2:38].[BH-](OC(C)=O)(OC(C)=O)OC(C)=O.[Na+]. The catalyst is C(Cl)Cl. The product is [CH3:37][N:38]1[CH2:9][CH:4]2[CH2:10][CH:7]([N:6]([C:11]([O:13][C:14]([CH3:17])([CH3:16])[CH3:15])=[O:12])[N:5]2[C:18]([O:20][CH2:21][C:22]2[CH:27]=[CH:26][CH:25]=[CH:24][CH:23]=2)=[O:19])[CH2:8]1. The yield is 0.256.